This data is from TCR-epitope binding with 47,182 pairs between 192 epitopes and 23,139 TCRs. The task is: Binary Classification. Given a T-cell receptor sequence (or CDR3 region) and an epitope sequence, predict whether binding occurs between them. (1) The TCR CDR3 sequence is CASSQDLGTYEQYF. Result: 1 (the TCR binds to the epitope). The epitope is TLIGDCATV. (2) The epitope is TLIGDCATV. The TCR CDR3 sequence is CASSVALGTYNEQFF. Result: 1 (the TCR binds to the epitope). (3) The epitope is ILGLPTQTV. The TCR CDR3 sequence is CASSALSARTDTQYF. Result: 0 (the TCR does not bind to the epitope). (4) The epitope is NEGVKAAW. The TCR CDR3 sequence is CASSIVRGANTGELFF. Result: 1 (the TCR binds to the epitope). (5) The epitope is RLFRKSNLK. The TCR CDR3 sequence is CASGATGHHNSPLHF. Result: 0 (the TCR does not bind to the epitope).